This data is from Reaction yield outcomes from USPTO patents with 853,638 reactions. The task is: Predict the reaction yield, written as a fraction of the theoretical maximum amount of product (1.0 means a 100% yield; for example, 0.34 means a 34% yield). (1) The reactants are [C:1]1([CH:7]([C:27]2[CH:32]=[CH:31][CH:30]=[CH:29][CH:28]=2)[CH2:8][CH2:9][N:10]2[CH2:15][CH2:14][N:13]([C:16]3[CH:17]=[C:18]([CH:24]=[CH:25][CH:26]=3)[C:19]([O:21]CC)=[O:20])[CH2:12][CH2:11]2)[CH:6]=[CH:5][CH:4]=[CH:3][CH:2]=1.O1CCCC1.[OH-].[Na+]. The catalyst is CO. The product is [C:27]1([CH:7]([C:1]2[CH:6]=[CH:5][CH:4]=[CH:3][CH:2]=2)[CH2:8][CH2:9][N:10]2[CH2:11][CH2:12][N:13]([C:16]3[CH:17]=[C:18]([CH:24]=[CH:25][CH:26]=3)[C:19]([OH:21])=[O:20])[CH2:14][CH2:15]2)[CH:28]=[CH:29][CH:30]=[CH:31][CH:32]=1. The yield is 0.856. (2) The reactants are [CH2:1]([C@@:4]1([C:20]2[CH:25]=[CH:24][CH:23]=[CH:22][CH:21]=2)[O:9][C:8](=[O:10])[N:7]([C@H:11]([C:13]2[CH:18]=[CH:17][C:16]([Br:19])=[CH:15][CH:14]=2)[CH3:12])[CH2:6][CH2:5]1)[CH:2]=C.[O:26]=[O+][O-].[BH4-].[Na+]. The catalyst is C(Cl)Cl. The product is [Br:19][C:16]1[CH:17]=[CH:18][C:13]([C@@H:11]([N:7]2[CH2:6][CH2:5][C@:4]([CH2:1][CH2:2][OH:26])([C:20]3[CH:21]=[CH:22][CH:23]=[CH:24][CH:25]=3)[O:9][C:8]2=[O:10])[CH3:12])=[CH:14][CH:15]=1. The yield is 0.840. (3) The reactants are [CH3:1][O:2][CH2:3][CH:4]([CH2:29][O:30][CH3:31])[O:5][C:6]1[CH:7]=[C:8]([O:18][C:19]2[CH:20]=[N:21][C:22]([S:25]([CH3:28])(=[O:27])=[O:26])=[CH:23][CH:24]=2)[CH:9]=[C:10]2[C:14]=1[NH:13][C:12]([C:15](=[S:17])[NH2:16])=[CH:11]2.[C:32]([O:37][CH2:38][CH3:39])(=[O:36])[C:33]#[C:34][CH3:35].C(P(CCCC)CCCC)CCC.O1CCCC1. The catalyst is C1(C)C=CC=CC=1. The product is [CH3:1][O:2][CH2:3][CH:4]([CH2:29][O:30][CH3:31])[O:5][C:6]1[CH:7]=[C:8]([O:18][C:19]2[CH:20]=[N:21][C:22]([S:25]([CH3:28])(=[O:26])=[O:27])=[CH:23][CH:24]=2)[CH:9]=[C:10]2[C:14]=1[NH:13][C:12]([C:15]1[S:17][CH:34]([CH2:33][C:32]([O:37][CH2:38][CH3:39])=[O:36])[CH2:35][N:16]=1)=[CH:11]2. The yield is 0.520. (4) The reactants are Cl.[OH:2][CH:3]([CH2:31][OH:32])[CH2:4][O:5][C:6]1[CH:11]=[CH:10][C:9]([CH2:12][CH2:13][CH2:14][CH2:15][NH:16][C:17]([NH:19][C:20]([C:22]2[C:27]([NH2:28])=[N:26][C:25]([NH2:29])=[C:24]([Cl:30])[N:23]=2)=[O:21])=[NH:18])=[CH:8][CH:7]=1.CO.O.[C:36]1(C)[CH:41]=CC(S(O)(=O)=O)=C[CH:37]=1. The catalyst is CC(C)=O. The product is [CH3:37][C:36]1([CH3:41])[O:2][CH:3]([CH2:4][O:5][C:6]2[CH:7]=[CH:8][C:9]([CH2:12][CH2:13][CH2:14][CH2:15][NH:16][C:17]([NH:19][C:20]([C:22]3[C:27]([NH2:28])=[N:26][C:25]([NH2:29])=[C:24]([Cl:30])[N:23]=3)=[O:21])=[NH:18])=[CH:10][CH:11]=2)[CH2:31][O:32]1. The yield is 0.810. (5) The catalyst is Cl. The product is [O:24]1[C:28]2[CH:29]=[CH:30][C:31]([N:33]3[C:37](=[O:38])[C:36](=[N:20][NH:2][C:3]4[C:4]([OH:19])=[C:5]([C:10]5[CH:15]=[CH:14][CH:13]=[C:12]([C:16]([OH:18])=[O:17])[CH:11]=5)[CH:6]=[C:7]([CH3:9])[CH:8]=4)[C:35]([CH3:39])=[N:34]3)=[CH:32][C:27]=2[CH2:26][CH2:25]1. The reactants are Cl.[NH2:2][C:3]1[C:4]([OH:19])=[C:5]([C:10]2[CH:15]=[CH:14][CH:13]=[C:12]([C:16]([OH:18])=[O:17])[CH:11]=2)[CH:6]=[C:7]([CH3:9])[CH:8]=1.[N:20]([O-])=O.[Na+].[O:24]1[C:28]2[CH:29]=[CH:30][C:31]([N:33]3[C:37](=[O:38])[CH2:36][C:35]([CH3:39])=[N:34]3)=[CH:32][C:27]=2[CH2:26][CH2:25]1.C(=O)(O)[O-].[Na+]. The yield is 0.230. (6) The reactants are [CH3:1][C:2]1[N:7]=[C:6]([O:8][C:9]2[CH:14]=[CH:13][C:12]([CH2:15][CH2:16][OH:17])=[CH:11][CH:10]=2)[CH:5]=[CH:4][CH:3]=1.[N:18]#[C:19][NH2:20].OS(C(F)(F)F)(=O)=O. The catalyst is C1COCC1. The product is [C:19](=[NH:18])([O:17][CH2:16][CH2:15][C:12]1[CH:11]=[CH:10][C:9]([O:8][C:6]2[CH:5]=[CH:4][CH:3]=[C:2]([CH3:1])[N:7]=2)=[CH:14][CH:13]=1)[NH2:20]. The yield is 0.491. (7) The reactants are [CH3:1][C:2]1[CH:3]=[CH:4][CH:5]=[C:6]2[C:11]=1[C:10](=[O:12])[N:9]([C:13]1[CH:18]=[CH:17][CH:16]=[CH:15][C:14]=1[CH3:19])[C:8]([CH2:20][N:21]([CH3:37])[C:22]1[N:30]=[CH:29][N:28]=[C:27]3[C:23]=1[N:24]=[CH:25][N:26]3C1CCCCO1)=[CH:7]2.C([O-])(O)=O.[Na+]. The catalyst is CO. The product is [CH3:1][C:2]1[CH:3]=[CH:4][CH:5]=[C:6]2[C:11]=1[C:10](=[O:12])[N:9]([C:13]1[CH:18]=[CH:17][CH:16]=[CH:15][C:14]=1[CH3:19])[C:8]([CH2:20][N:21]([CH3:37])[C:22]1[N:30]=[CH:29][N:28]=[C:27]3[C:23]=1[N:24]=[CH:25][NH:26]3)=[CH:7]2. The yield is 0.540. (8) The catalyst is CO. The yield is 0.650. The reactants are [CH:1]([C:4]1[C:5]([CH3:28])=[N:6][C:7]2[N:8]([N:12]=[CH:13][C:14]=2[C:15]2[CH:16]=[N:17][N:18](COCC[Si](C)(C)C)[CH:19]=2)[C:9]=1[O:10]C)([CH3:3])[CH3:2].Cl.C(Cl)Cl.CO. The product is [CH:1]([C:4]1[C:9](=[O:10])[N:8]2[N:12]=[CH:13][C:14]([C:15]3[CH:19]=[N:18][NH:17][CH:16]=3)=[C:7]2[NH:6][C:5]=1[CH3:28])([CH3:3])[CH3:2]. (9) The reactants are C([N:8]1[CH2:14][C:13]([CH2:18][C:19]2[CH:24]=[CH:23][CH:22]=[CH:21][CH:20]=2)([N+:15]([O-])=O)[CH2:12][N:11](CC2C=CC=CC=2)[CH2:10][CH2:9]1)C1C=CC=CC=1.C([O-])=O.[NH4+].CCOC(C)=O. The catalyst is CO.[Pd]. The product is [CH2:18]([C:13]1([NH2:15])[CH2:14][NH:8][CH2:9][CH2:10][NH:11][CH2:12]1)[C:19]1[CH:20]=[CH:21][CH:22]=[CH:23][CH:24]=1. The yield is 0.760.